This data is from Forward reaction prediction with 1.9M reactions from USPTO patents (1976-2016). The task is: Predict the product of the given reaction. Given the reactants [C:1]1([CH:7]([C:10]2[CH:15]=[CH:14][CH:13]=[CH:12][C:11]=2C)[CH2:8][NH2:9])[CH:6]=[CH:5][CH:4]=[CH:3][CH:2]=1.[CH3:17][O:18][CH2:19][O:20]C1C=CC=CC=1C(C1C=CC=CC=1)=O, predict the reaction product. The product is: [CH3:17][O:18][CH2:19][O:20][C:11]1[CH:12]=[CH:13][CH:14]=[CH:15][C:10]=1[CH:7]([C:1]1[CH:2]=[CH:3][CH:4]=[CH:5][CH:6]=1)[CH2:8][NH2:9].